This data is from HIV replication inhibition screening data with 41,000+ compounds from the AIDS Antiviral Screen. The task is: Binary Classification. Given a drug SMILES string, predict its activity (active/inactive) in a high-throughput screening assay against a specified biological target. (1) The molecule is O=C(O)C(SC1=NNC2(C(=O)N1)c1ccccc1-c1ccccc12)SC1=NNC2(C(=O)N1)c1ccccc1-c1ccccc12. The result is 0 (inactive). (2) The compound is CN1CCN(C2Sc3ccccc3C(=O)N3CCCC23)CC1. The result is 0 (inactive). (3) The drug is Nc1nc(Cl)cc(NCCCCCCNc2cc(Cl)nc(N)n2)n1. The result is 0 (inactive). (4) The drug is O=C(O)CC(=O)Nc1ccccc1S. The result is 0 (inactive). (5) The compound is CNc1cc(C)ccc1S(=O)(=O)c1ccccc1[N+](=O)[O-]. The result is 1 (active).